This data is from Full USPTO retrosynthesis dataset with 1.9M reactions from patents (1976-2016). The task is: Predict the reactants needed to synthesize the given product. (1) Given the product [C:34]([O:38][C:39](=[O:41])[N:27]([CH2:3][C@H:5]1[CH2:6][CH2:7][C@@H:8]([O:11][CH2:12][CH2:13][CH2:14][CH2:15][OH:16])[CH2:9][CH2:10]1)[CH3:26])([CH3:37])([CH3:36])[CH3:35], predict the reactants needed to synthesize it. The reactants are: CO[C:3]([C@H:5]1[CH2:10][CH2:9][C@@H:8]([O:11][CH2:12][CH2:13][CH2:14][CH2:15][O:16]CC2C=CC=CC=2)[CH2:7][CH2:6]1)=O.[OH-].[Na+].[CH3:26][NH-:27].[H-].[Al+3].[Li+].[H-].[H-].[H-].[C:34]([O:38][C:39]([O:41]C(OC(C)(C)C)=O)=O)([CH3:37])([CH3:36])[CH3:35]. (2) Given the product [O:39]=[CH:30][C:31]1[CH:2]=[CH:1][C:35]([OH:36])=[C:33]([O:34][CH3:29])[CH:32]=1, predict the reactants needed to synthesize it. The reactants are: [CH3:1][C:2]1(C)S[C@@H]2[C@H](NC([C@H](N)C3C=CC=CC=3)=O)C(=O)N2[C@H]1C(O)=O.CC(S[C@@H:29]1[O:34][C@H:33]([CH2:35][OH:36])[C@H:32](O)[C@H:31](O)[C@H:30]1[OH:39])C.